Dataset: Forward reaction prediction with 1.9M reactions from USPTO patents (1976-2016). Task: Predict the product of the given reaction. (1) Given the reactants Br[C:2]1[S:3][CH:4]=[C:5]([C:7]2[CH:12]=[CH:11][C:10]([NH:13][S:14]([C:17]([F:20])([F:19])[F:18])(=[O:16])=[O:15])=[CH:9][C:8]=2[Cl:21])[N:6]=1.[NH:22]1[C:30]2[C:25](=[CH:26][CH:27]=[C:28](B(O)O)[CH:29]=2)[CH:24]=[CH:23]1.C(=O)([O-])[O-].[K+].[K+].CN(C)C=O, predict the reaction product. The product is: [Cl:21][C:8]1[CH:9]=[C:10]([NH:13][S:14]([C:17]([F:20])([F:19])[F:18])(=[O:16])=[O:15])[CH:11]=[CH:12][C:7]=1[C:5]1[N:6]=[C:2]([C:28]2[CH:29]=[C:30]3[C:25]([CH:24]=[CH:23][NH:22]3)=[CH:26][CH:27]=2)[S:3][CH:4]=1. (2) Given the reactants [N:1]#[C:2]Br.[CH3:4][O:5][C:6]([C:8]1[CH:9]=[C:10]([C:16]2[CH:21]=[CH:20][CH:19]=[C:18]([Cl:22])[CH:17]=2)[C:11]([NH2:15])=[C:12]([OH:14])[CH:13]=1)=[O:7], predict the reaction product. The product is: [CH3:4][O:5][C:6]([C:8]1[CH:9]=[C:10]([C:16]2[CH:21]=[CH:20][CH:19]=[C:18]([Cl:22])[CH:17]=2)[C:11]2[N:15]=[C:2]([NH2:1])[O:14][C:12]=2[CH:13]=1)=[O:7]. (3) Given the reactants [CH3:1][O:2][C:3](=[O:30])[CH2:4][CH2:5][C:6]([C:8]1[C:13](OS(C(F)(F)F)(=O)=O)=[CH:12][C:11]([O:22][CH:23]2[CH2:28][CH2:27][CH2:26][CH2:25][O:24]2)=[CH:10][C:9]=1[CH3:29])=[O:7].[B:31]1([B:31]2[O:35][C:34]([CH3:37])([CH3:36])[C:33]([CH3:39])([CH3:38])[O:32]2)[O:35][C:34]([CH3:37])([CH3:36])[C:33]([CH3:39])([CH3:38])[O:32]1.CC([O-])=O.[K+], predict the reaction product. The product is: [CH3:1][O:2][C:3](=[O:30])[CH2:4][CH2:5][C:6]([C:8]1[C:13]([B:31]2[O:35][C:34]([CH3:37])([CH3:36])[C:33]([CH3:39])([CH3:38])[O:32]2)=[CH:12][C:11]([O:22][CH:23]2[CH2:28][CH2:27][CH2:26][CH2:25][O:24]2)=[CH:10][C:9]=1[CH3:29])=[O:7]. (4) Given the reactants [C:1]([C:3]1C=C[C:6](CN)=[CH:5][CH:4]=1)#[N:2].Br[C:12]1[S:13][C:14]([C:17]([NH:19][CH2:20][C:21]2[CH:22]=[CH:23][C:24]3[N:25]([CH:27]=[CH:28][N:29]=3)[CH:26]=2)=[O:18])=[CH:15][N:16]=1.BrC1SC(C(NC2C=CC3N(C=CN=3)C=2)=[O:37])=CN=1, predict the reaction product. The product is: [N:29]1[CH:28]=[CH:27][N:25]2[CH:26]=[C:21]([CH2:20][NH:19][C:17]([C:14]3[S:13][C:12]([NH:2][CH2:1][CH:3]4[CH2:4][CH2:5][CH2:6][O:37]4)=[N:16][CH:15]=3)=[O:18])[CH:22]=[CH:23][C:24]=12. (5) Given the reactants [CH:1]1([N:4]([CH:31]2[CH2:33][CH2:32]2)[C:5]([C:7]2[N:28]([CH2:29][CH3:30])[C:10]3=[N:11][C:12]([NH:19][C:20]4[S:21][CH:22]=[C:23]([C:25]([OH:27])=O)[N:24]=4)=[C:13]4[N:17]=[CH:16][N:15]([CH3:18])[C:14]4=[C:9]3[CH:8]=2)=[O:6])[CH2:3][CH2:2]1.[CH3:34][N:35](C(ON1N=NC2C=CC=NC1=2)=[N+](C)C)[CH3:36].F[P-](F)(F)(F)(F)F.CCN(C(C)C)C(C)C.CNC, predict the reaction product. The product is: [CH:1]1([N:4]([CH:31]2[CH2:32][CH2:33]2)[C:5]([C:7]2[N:28]([CH2:29][CH3:30])[C:10]3=[N:11][C:12]([NH:19][C:20]4[S:21][CH:22]=[C:23]([C:25]([N:35]([CH3:36])[CH3:34])=[O:27])[N:24]=4)=[C:13]4[N:17]=[CH:16][N:15]([CH3:18])[C:14]4=[C:9]3[CH:8]=2)=[O:6])[CH2:3][CH2:2]1.